This data is from Forward reaction prediction with 1.9M reactions from USPTO patents (1976-2016). The task is: Predict the product of the given reaction. (1) The product is: [F:29][C:2]1[CH:7]=[CH:6][C:5]([C:8]2([CH2:11][NH:12][C:13]([C:15]3[CH:20]=[CH:19][C:18]([N:21]4[CH:25]=[C:24]([CH3:26])[N:23]=[CH:22]4)=[C:17]([O:27][CH3:28])[N:16]=3)=[O:14])[CH2:10][CH2:9]2)=[CH:4][CH:3]=1. Given the reactants Cl[C:2]1[CH:7]=[CH:6][C:5]([C:8]2([CH2:11][NH:12][C:13]([C:15]3[CH:20]=[CH:19][C:18]([N:21]4[CH:25]=[C:24]([CH3:26])[N:23]=[CH:22]4)=[C:17]([O:27][CH3:28])[N:16]=3)=[O:14])[CH2:10][CH2:9]2)=[CH:4][CH:3]=1.[F:29]C1C=CC(C2(CN)CC2)=CC=1, predict the reaction product. (2) Given the reactants CC1C=CC(S(N[C@H]([C@@H](N)C2C=CC=CC=2)C2C=CC=CC=2)(=O)=O)=CC=1.[CH2:27]([O:34][C:35]([N:37]1[C:46]2[C:41](=[CH:42][CH:43]=[CH:44][CH:45]=2)[C:40](=[O:47])[CH2:39][CH2:38]1)=[O:36])[C:28]1[CH:33]=[CH:32][CH:31]=[CH:30][CH:29]=1.[OH-].[K+].Cl, predict the reaction product. The product is: [CH2:27]([O:34][C:35]([N:37]1[C:46]2[C:41](=[CH:42][CH:43]=[CH:44][CH:45]=2)[C@@H:40]([OH:47])[CH2:39][CH2:38]1)=[O:36])[C:28]1[CH:33]=[CH:32][CH:31]=[CH:30][CH:29]=1.